From a dataset of Reaction yield outcomes from USPTO patents with 853,638 reactions. Predict the reaction yield, written as a fraction of the theoretical maximum amount of product (1.0 means a 100% yield; for example, 0.34 means a 34% yield). (1) The reactants are C[O:2][C:3]1[CH:8]=[CH:7][C:6]([N:9]2[CH:17]=[C:16]3[C:11]([CH:12]=[CH:13][CH:14]=[CH:15]3)=[N:10]2)=[C:5]([CH3:18])[CH:4]=1.B(Br)(Br)Br. The catalyst is ClCCl.CO.O. The product is [N:10]1[N:9]([C:6]2[CH:7]=[CH:8][C:3]([OH:2])=[CH:4][C:5]=2[CH3:18])[CH:17]=[C:16]2[C:11]=1[CH:12]=[CH:13][CH:14]=[CH:15]2. The yield is 0.740. (2) The reactants are [Cl:1][C:2]1[CH:7]=[CH:6][CH:5]=[CH:4][C:3]=1[SH:8].[H-].[Na+].[Cl:11][C:12]1[CH:17]=[C:16]([N+]([O-])=O)[CH:15]=[CH:14][N:13]=1. No catalyst specified. The product is [Cl:11][C:12]1[CH:17]=[C:16]([S:8][C:3]2[CH:4]=[CH:5][CH:6]=[CH:7][C:2]=2[Cl:1])[CH:15]=[CH:14][N:13]=1. The yield is 0.950. (3) The reactants are [CH3:1][O:2][C:3](=[O:12])[CH2:4][C:5]1[CH:10]=[CH:9][C:8](Br)=[CH:7][CH:6]=1.C1(P(C2CCCCC2)C2C=CC=CC=2C2C(OC)=CC=CC=2OC)CCCCC1.P([O-])([O-])([O-])=O.[K+].[K+].[K+].[CH2:50]([C:52]([C:71]1[CH:76]=[CH:75][C:74]([CH2:77][CH2:78][C:79]2([OH:84])[CH2:83][CH2:82][CH2:81][CH2:80]2)=[C:73]([CH3:85])[CH:72]=1)([C:55]1[CH:60]=[CH:59][C:58](B2OC(C)(C)C(C)(C)O2)=[C:57]([CH3:70])[CH:56]=1)[CH2:53][CH3:54])[CH3:51].[Cl-].[NH4+]. The catalyst is C1(C)C=CC=CC=1.C([O-])(=O)C.[Pd+2].C([O-])(=O)C.O. The product is [CH3:1][O:2][C:3](=[O:12])[CH2:4][C:5]1[CH:10]=[CH:9][C:8]([C:58]2[CH:59]=[CH:60][C:55]([C:52]([CH2:53][CH3:54])([C:71]3[CH:76]=[CH:75][C:74]([CH2:77][CH2:78][C:79]4([OH:84])[CH2:80][CH2:81][CH2:82][CH2:83]4)=[C:73]([CH3:85])[CH:72]=3)[CH2:50][CH3:51])=[CH:56][C:57]=2[CH3:70])=[CH:7][CH:6]=1. The yield is 0.620. (4) The reactants are [CH2:1]([O:3][C:4]([C@H:6]1[CH2:11][CH2:10][CH2:9][NH:8][C@H:7]1[C:12]1[CH:17]=[CH:16][C:15]([NH:18][C:19]([O:21][C:22]([CH3:25])([CH3:24])[CH3:23])=[O:20])=[CH:14][CH:13]=1)=[O:5])[CH3:2].CCN(CC)CC.[CH3:33][C:34]1[CH:42]=[CH:41][CH:40]=[CH:39][C:35]=1[C:36](Cl)=[O:37]. The catalyst is C(Cl)Cl. The product is [CH2:1]([O:3][C:4]([C@H:6]1[CH2:11][CH2:10][CH2:9][N:8]([C:36](=[O:37])[C:35]2[CH:39]=[CH:40][CH:41]=[CH:42][C:34]=2[CH3:33])[C@H:7]1[C:12]1[CH:13]=[CH:14][C:15]([NH:18][C:19]([O:21][C:22]([CH3:24])([CH3:23])[CH3:25])=[O:20])=[CH:16][CH:17]=1)=[O:5])[CH3:2]. The yield is 1.00. (5) The reactants are O[C:2]1([C:24]2[CH:29]=[CH:28][CH:27]=[C:26]([O:30][CH3:31])[CH:25]=2)[C:6]2[C:7]([CH3:21])=[C:8]([NH:13][C:14](=[O:20])[CH2:15][C:16]([CH3:19])([CH3:18])[CH3:17])[C:9]([CH3:12])=[C:10]([CH3:11])[C:5]=2[O:4][C:3]1([CH3:23])[CH3:22]. The catalyst is C(OCC)(=O)C.CCCCCC. The product is [CH3:31][O:30][C:26]1[CH:25]=[C:24]([CH:2]2[C:6]3[C:7]([CH3:21])=[C:8]([NH:13][C:14](=[O:20])[CH2:15][C:16]([CH3:17])([CH3:18])[CH3:19])[C:9]([CH3:12])=[C:10]([CH3:11])[C:5]=3[O:4][C:3]2([CH3:23])[CH3:22])[CH:29]=[CH:28][CH:27]=1. The yield is 0.770. (6) The reactants are [CH3:1][CH:2]([CH3:5])[CH2:3][OH:4].[Bi](Br)(Br)Br.O[CH:11]([C:13]1[CH:22]=[CH:21][C:16]([C:17]([O:19][CH3:20])=[O:18])=[CH:15][CH:14]=1)[CH3:12]. The catalyst is ClC(Cl)(Cl)Cl. The product is [CH2:3]([O:4][CH:11]([C:13]1[CH:22]=[CH:21][C:16]([C:17]([O:19][CH3:20])=[O:18])=[CH:15][CH:14]=1)[CH3:12])[CH:2]([CH3:5])[CH3:1]. The yield is 0.760. (7) The reactants are [N:1]1([CH2:7][CH2:8][O:9][C:10](=[O:40])[NH:11][C:12]2[C:13]([CH3:39])=[C:14]3[C:19]([NH:20][C:21]4[CH:26]=[CH:25][C:24]([O:27][C:28]5[CH:33]=[CH:32][CH:31]=[CH:30][C:29]=5[O:34][CH3:35])=[CH:23][CH:22]=4)=[C:18]([C:36]#[N:37])[CH:17]=[N:16][N:15]3[CH:38]=2)[CH2:6][CH2:5][O:4][CH2:3][CH2:2]1.CI.[H-].[Na+].[CH3:45]CO. The catalyst is C1COCC1. The product is [N:1]1([CH2:7][CH2:8][O:9][C:10](=[O:40])[N:11]([C:12]2[C:13]([CH3:39])=[C:14]3[C:19]([NH:20][C:21]4[CH:22]=[CH:23][C:24]([O:27][C:28]5[CH:33]=[CH:32][CH:31]=[CH:30][C:29]=5[O:34][CH3:35])=[CH:25][CH:26]=4)=[C:18]([C:36]#[N:37])[CH:17]=[N:16][N:15]3[CH:38]=2)[CH3:45])[CH2:2][CH2:3][O:4][CH2:5][CH2:6]1. The yield is 0.620. (8) The reactants are [Br:1][C:2]1[CH:3]=[C:4]([CH:8]([NH:15][CH3:16])[CH2:9][N:10]2[CH2:14][CH2:13][CH2:12][CH2:11]2)[CH:5]=[CH:6][CH:7]=1.[Cl:17][C:18]1[CH:19]=[C:20]([N:25]([CH3:30])[CH2:26][C:27]([OH:29])=O)[CH:21]=[CH:22][C:23]=1[Cl:24].C(N(CC)CC)C.O. The catalyst is CN(C)C=O. The product is [Br:1][C:2]1[CH:3]=[C:4]([CH:8]([N:15]([CH3:16])[C:27](=[O:29])[CH2:26][N:25]([C:20]2[CH:21]=[CH:22][C:23]([Cl:24])=[C:18]([Cl:17])[CH:19]=2)[CH3:30])[CH2:9][N:10]2[CH2:11][CH2:12][CH2:13][CH2:14]2)[CH:5]=[CH:6][CH:7]=1. The yield is 0.540. (9) The reactants are CO[C:3](=[O:30])[C:4]1[CH:9]=[C:8]([CH:10]2[CH2:14][CH2:13][O:12][CH2:11]2)[C:7]([C:15]([F:18])([F:17])[F:16])=[CH:6][C:5]=1[NH:19][C:20](OC1C=CC(Cl)=CC=1)=[O:21].[CH3:31][S:32]([NH:35][NH2:36])(=[O:34])=[O:33].CCN(C(C)C)C(C)C. The catalyst is O1CCOCC1. The product is [O:21]=[C:20]1[N:36]([NH:35][S:32]([CH3:31])(=[O:34])=[O:33])[C:3](=[O:30])[C:4]2[C:5](=[CH:6][C:7]([C:15]([F:18])([F:17])[F:16])=[C:8]([CH:10]3[CH2:14][CH2:13][O:12][CH2:11]3)[CH:9]=2)[NH:19]1. The yield is 0.700. (10) The reactants are [H-].[Na+].[CH3:3][C:4]([CH3:8])=[CH:5][CH2:6]Br.[NH:9]1[CH:13]=[CH:12][N:11]=[CH:10]1. No catalyst specified. The product is [CH3:3][C:4]([CH3:8])=[CH:5][CH2:6][N:9]1[CH:13]=[CH:12][N:11]=[CH:10]1. The yield is 0.540.